Dataset: Reaction yield outcomes from USPTO patents with 853,638 reactions. Task: Predict the reaction yield, written as a fraction of the theoretical maximum amount of product (1.0 means a 100% yield; for example, 0.34 means a 34% yield). (1) The reactants are [C:1]([C:3]1[CH:4]=[CH:5][C:6]2[N:10]=[C:9]([CH2:11][CH3:12])[N:8]([C:13]3[CH:18]=[CH:17][C:16]([CH2:19][CH2:20][NH:21][C:22]([NH:24][S:25]([C:28]4[CH:33]=[CH:32][C:31]([CH3:34])=[CH:30][CH:29]=4)(=[O:27])=[O:26])=[O:23])=[CH:15][CH:14]=3)[C:7]=2[CH:35]=1)#[N:2].[OH-:36].[K+]. The catalyst is CC(O)(C)C. The product is [CH2:11]([C:9]1[N:8]([C:13]2[CH:18]=[CH:17][C:16]([CH2:19][CH2:20][NH:21][C:22]([NH:24][S:25]([C:28]3[CH:33]=[CH:32][C:31]([CH3:34])=[CH:30][CH:29]=3)(=[O:27])=[O:26])=[O:23])=[CH:15][CH:14]=2)[C:7]2[CH:35]=[C:3]([C:1]([NH2:2])=[O:36])[CH:4]=[CH:5][C:6]=2[N:10]=1)[CH3:12]. The yield is 0.630. (2) The reactants are [F:1][C:2]1[CH:3]=[C:4]2[N:10]=[CH:9][N:8]([CH2:11][C:12]3[CH:28]=[CH:27][C:15]4[N:16]=[C:17]([NH:19][C@@H:20]5[CH2:25][CH2:24][CH2:23][CH2:22][C@@H:21]5O)[S:18][C:14]=4[CH:13]=3)[C:5]2=[N:6][CH:7]=1.C(N(S(F)(F)F)CC)C. The catalyst is C(Cl)Cl. The product is [C@@H:20]1([NH:19][C:17]2[S:18][C:14]3[CH:13]=[C:12]([CH2:11][N:8]4[C:5]5=[N:6][CH:7]=[C:2]([F:1])[CH:3]=[C:4]5[N:10]=[CH:9]4)[CH:28]=[CH:27][C:15]=3[N:16]=2)[CH2:25][CH2:24][CH2:23][CH:22]=[CH:21]1. The yield is 0.0300. (3) The reactants are [NH2:1][C:2]1[C:7]([NH2:8])=[C:6]([Cl:9])[C:5]([Cl:10])=[CH:4][N:3]=1.[N+:11]([C:14]1[CH:22]=[CH:21][C:17]([C:18](O)=O)=[CH:16][CH:15]=1)([O-:13])=[O:12]. The catalyst is O=P(Cl)(Cl)Cl. The product is [Cl:10][C:5]1[C:6]([Cl:9])=[C:7]2[N:8]=[C:18]([C:17]3[CH:21]=[CH:22][C:14]([N+:11]([O-:13])=[O:12])=[CH:15][CH:16]=3)[NH:1][C:2]2=[N:3][CH:4]=1. The yield is 0.580. (4) The reactants are [C:1]([CH2:3][C@H:4]([NH:6][C:7](=[O:13])[O:8][C:9]([CH3:12])([CH3:11])[CH3:10])[CH3:5])#[N:2].N. The catalyst is C(O)C.[Ni]. The product is [NH2:2][CH2:1][CH2:3][C@H:4]([NH:6][C:7](=[O:13])[O:8][C:9]([CH3:12])([CH3:11])[CH3:10])[CH3:5]. The yield is 1.00. (5) The reactants are [CH:1]([N:4]1[CH:8]=[C:7]([NH2:9])[N:6]=[CH:5]1)([CH3:3])[CH3:2].[C:10](Cl)([O:12][CH2:13][C:14]([Cl:17])([Cl:16])[Cl:15])=[O:11].C([O-])(O)=O.[Na+]. The catalyst is CCOC(C)=O. The product is [CH:1]([N:4]1[CH:8]=[C:7]([NH:9][C:10](=[O:11])[O:12][CH2:13][C:14]([Cl:17])([Cl:16])[Cl:15])[N:6]=[CH:5]1)([CH3:3])[CH3:2]. The yield is 0.310. (6) The reactants are [NH2:1][C@@H:2]([C:12]1[CH:13]=[C:14]([CH:18]=[C:19]([C:21]([F:24])([F:23])[F:22])[CH:20]=1)[C:15]([OH:17])=[O:16])[CH2:3][O:4][Si](C(C)(C)C)(C)C.[OH-].[Na+].[C:27]([O:31][C:32](O[C:32]([O:31][C:27]([CH3:30])([CH3:29])[CH3:28])=[O:33])=[O:33])([CH3:30])([CH3:29])[CH3:28]. No catalyst specified. The product is [C:27]([O:31][C:32]([NH:1][C@@H:2]([C:12]1[CH:13]=[C:14]([CH:18]=[C:19]([C:21]([F:22])([F:23])[F:24])[CH:20]=1)[C:15]([OH:17])=[O:16])[CH2:3][OH:4])=[O:33])([CH3:30])([CH3:29])[CH3:28]. The yield is 0.440. (7) The reactants are [Cl:1][C:2]1[N:3]=[CH:4][C:5]2[CH:10]=[CH:9][NH:8][C:6]=2[N:7]=1.[B-](F)(F)(F)[F:12].[B-](F)(F)(F)F.C1[N+]2(CCl)CC[N+](F)(CC2)C1.C(O)(=O)C. The catalyst is CC#N. The product is [Cl:1][C:2]1[N:3]=[CH:4][C:5]2[C:10]([F:12])=[CH:9][NH:8][C:6]=2[N:7]=1. The yield is 0.170. (8) The reactants are [Cl:1][C:2]1[CH:7]=[CH:6][C:5]([C@@H:8]([C:19]2[CH:24]=[CH:23][C:22]([CH:25]3[CH2:30][CH2:29][NH:28][CH2:27][CH2:26]3)=[CH:21][CH:20]=2)[CH2:9][C:10]([C:12]2[CH:17]=[CH:16][N:15]=[C:14]([CH3:18])[CH:13]=2)=[O:11])=[C:4]([CH3:31])[CH:3]=1.[S:32](N)([NH2:35])(=[O:34])=[O:33]. The catalyst is O1CCOCC1. The product is [Cl:1][C:2]1[CH:7]=[CH:6][C:5]([C@@H:8]([C:19]2[CH:20]=[CH:21][C:22]([CH:25]3[CH2:26][CH2:27][N:28]([S:32]([NH2:35])(=[O:34])=[O:33])[CH2:29][CH2:30]3)=[CH:23][CH:24]=2)[CH2:9][C:10]([C:12]2[CH:17]=[CH:16][N:15]=[C:14]([CH3:18])[CH:13]=2)=[O:11])=[C:4]([CH3:31])[CH:3]=1. The yield is 0.830.